From a dataset of CYP1A2 inhibition data for predicting drug metabolism from PubChem BioAssay. Regression/Classification. Given a drug SMILES string, predict its absorption, distribution, metabolism, or excretion properties. Task type varies by dataset: regression for continuous measurements (e.g., permeability, clearance, half-life) or binary classification for categorical outcomes (e.g., BBB penetration, CYP inhibition). Dataset: cyp1a2_veith. (1) The molecule is O=c1c2ccccc2c(-c2ccc(Br)cc2)nn1Cc1ccccc1. The result is 1 (inhibitor). (2) The compound is CC1(COc2ccc(C[C@H]3SC(=O)NC3=O)cc2)CCCCC1. The result is 1 (inhibitor). (3) The result is 0 (non-inhibitor). The compound is O=C(OC1CCN(c2ccc([N+](=O)[O-])cc2)CC1)c1ccccc1.